From a dataset of Forward reaction prediction with 1.9M reactions from USPTO patents (1976-2016). Predict the product of the given reaction. (1) Given the reactants [CH2:1]([C:5]1[N:9]([C:10]([CH3:13])([CH3:12])[CH3:11])[N:8]=[C:7]([C:14]([O:16]CC)=O)[CH:6]=1)[CH2:2][CH2:3][CH3:4].[OH-].[NH4+:20].CO, predict the reaction product. The product is: [CH2:1]([C:5]1[N:9]([C:10]([CH3:13])([CH3:12])[CH3:11])[N:8]=[C:7]([C:14]([NH2:20])=[O:16])[CH:6]=1)[CH2:2][CH2:3][CH3:4]. (2) Given the reactants [C:1]([NH:9][C:10]1[CH:33]=[CH:32][N:13]([C@@H:14]2[O:31][C@H:21]([CH2:22][O:23][Si](C(C)(C)C)(C)C)[C@@H:16]([O:17][CH2:18]SC)[CH2:15]2)[C:12](=[O:34])[N:11]=1)(=[O:8])[C:2]1[CH:7]=[CH:6][CH:5]=[CH:4][CH:3]=1.C(NC1C=CN([C@@H]2O[C@H](CO[Si](C(C)(C)C)(C)C)[C@@H](O)C2)C(=O)N=1)(=O)C1C=CC=CC=1.[N-:66]=[N+:67]=[N-:68].[Na+].[NH4+].[F-], predict the reaction product. The product is: [C:1]([NH:9][C:10]1[CH:33]=[CH:32][N:13]([C@@H:14]2[O:31][C@H:21]([CH2:22][OH:23])[C@@H:16]([O:17][CH2:18][N:66]=[N+:67]=[N-:68])[CH2:15]2)[C:12](=[O:34])[N:11]=1)(=[O:8])[C:2]1[CH:3]=[CH:4][CH:5]=[CH:6][CH:7]=1.